From a dataset of CYP1A2 inhibition data for predicting drug metabolism from PubChem BioAssay. Regression/Classification. Given a drug SMILES string, predict its absorption, distribution, metabolism, or excretion properties. Task type varies by dataset: regression for continuous measurements (e.g., permeability, clearance, half-life) or binary classification for categorical outcomes (e.g., BBB penetration, CYP inhibition). Dataset: cyp1a2_veith. The compound is COc1ccc(Oc2ncc3ncc(=O)n(C4CC4)c3n2)cc1. The result is 1 (inhibitor).